Task: Predict the reactants needed to synthesize the given product.. Dataset: Full USPTO retrosynthesis dataset with 1.9M reactions from patents (1976-2016) (1) Given the product [Br:1][C:2]1[N:7]=[C:6]([C@@H:8]([N:10]2[CH2:27][CH2:26][N:14]3[C:15](=[O:25])[C:16]([N:19]4[CH:23]=[C:22]([CH3:24])[N:21]=[CH:20]4)=[CH:17][CH:18]=[C:13]3[C:11]2=[O:12])[CH3:9])[CH:5]=[CH:4][CH:3]=1, predict the reactants needed to synthesize it. The reactants are: [Br:1][C:2]1[N:7]=[C:6]([C@@H:8]([NH:10][C:11]([C:13]2[N:14]([CH2:26][CH2:27]O)[C:15](=[O:25])[C:16]([N:19]3[CH:23]=[C:22]([CH3:24])[N:21]=[CH:20]3)=[CH:17][CH:18]=2)=[O:12])[CH3:9])[CH:5]=[CH:4][CH:3]=1.C1C=CC(P(C2C=CC=CC=2)C2C=CC=CC=2)=CC=1.N(C(OC(C)C)=O)=NC(OC(C)C)=O. (2) Given the product [C:23]1([O:3][C:4]2[CH:21]=[CH:20][C:7]3[CH2:8][CH2:9][N:10]([C:13]([O:15][C:16]([CH3:18])([CH3:17])[CH3:19])=[O:14])[CH2:11][CH2:12][C:6]=3[CH:5]=2)[CH:28]=[CH:27][CH:26]=[CH:25][CH:24]=1, predict the reactants needed to synthesize it. The reactants are: [H-].[Na+].[OH:3][C:4]1[CH:21]=[CH:20][C:7]2[CH2:8][CH2:9][N:10]([C:13]([O:15][C:16]([CH3:19])([CH3:18])[CH3:17])=[O:14])[CH2:11][CH2:12][C:6]=2[CH:5]=1.I[C:23]1[CH:28]=[CH:27][CH:26]=[CH:25][CH:24]=1. (3) Given the product [Br:13][C:14]1[CH:15]=[CH:16][CH:17]=[C:18]2[C:22]=1[NH:21][C:20]([CH3:23])=[C:19]2[CH2:6][C:7]1([CH2:10][C:11]#[N:12])[CH2:9][CH2:8]1, predict the reactants needed to synthesize it. The reactants are: C([Mg]Br)C.Br[CH2:6][C:7]1([CH2:10][C:11]#[N:12])[CH2:9][CH2:8]1.[Br:13][C:14]1[CH:15]=[CH:16][CH:17]=[C:18]2[C:22]=1[NH:21][C:20]([CH3:23])=[CH:19]2.